Dataset: Catalyst prediction with 721,799 reactions and 888 catalyst types from USPTO. Task: Predict which catalyst facilitates the given reaction. Reactant: [F:1][C:2]1[CH:3]=[C:4]([CH:23]=[CH:24][CH:25]=1)[CH2:5][O:6][C:7]1[CH:12]=[CH:11][C:10]([N:13]2[C:17](=[O:18])[CH2:16][C@@H:15]([C:19]([NH:21][OH:22])=[NH:20])[CH2:14]2)=[CH:9][CH:8]=1.[C:26](Cl)(=O)[CH3:27].O. Product: [F:1][C:2]1[CH:3]=[C:4]([CH:23]=[CH:24][CH:25]=1)[CH2:5][O:6][C:7]1[CH:8]=[CH:9][C:10]([N:13]2[CH2:14][C@H:15]([C:19]3[N:20]=[C:26]([CH3:27])[O:22][N:21]=3)[CH2:16][C:17]2=[O:18])=[CH:11][CH:12]=1. The catalyst class is: 17.